Dataset: Catalyst prediction with 721,799 reactions and 888 catalyst types from USPTO. Task: Predict which catalyst facilitates the given reaction. (1) Reactant: [NH2:1][C:2]1[C:3]([C:24]([N:26](OC)C)=O)=[N:4][C:5]([C:8]2[CH:13]=[CH:12][CH:11]=[C:10]([C:14]([NH:16][CH2:17][C:18]3[CH:23]=[CH:22][CH:21]=[CH:20][CH:19]=3)=[O:15])[CH:9]=2)=[CH:6][N:7]=1.[CH3:30][Mg]Cl.Cl.[CH3:34][O:35][C:36]1[CH:41]=[CH:40][C:39]([NH:42]N)=[CH:38][CH:37]=1. Product: [NH2:1][C:2]1[N:7]=[CH:6][C:5]([C:8]2[CH:9]=[C:10]([CH:11]=[CH:12][CH:13]=2)[C:14]([NH:16][CH2:17][C:18]2[CH:19]=[CH:20][CH:21]=[CH:22][CH:23]=2)=[O:15])=[N:4][C:3]=1/[C:24](=[N:26]/[NH:42][C:39]1[CH:40]=[CH:41][C:36]([O:35][CH3:34])=[CH:37][CH:38]=1)/[CH3:30]. The catalyst class is: 219. (2) Reactant: FC(F)(F)C(O)=O.[O:8]1[C:12]2[CH:13]=[CH:14][CH:15]=[CH:16][C:11]=2[N:10]=[C:9]1[N:17]1[CH2:22][CH2:21][CH2:20][CH2:19][C@H:18]1[C:23]([NH:25][CH2:26][CH2:27][N:28]1[C@@H:33]([CH3:34])[CH2:32][N:31](C(OC(C)(C)C)=O)[CH2:30][C@H:29]1[CH3:42])=[O:24]. Product: [O:8]1[C:12]2[CH:13]=[CH:14][CH:15]=[CH:16][C:11]=2[N:10]=[C:9]1[N:17]1[CH2:22][CH2:21][CH2:20][CH2:19][C@H:18]1[C:23]([NH:25][CH2:26][CH2:27][N:28]1[C@H:33]([CH3:34])[CH2:32][NH:31][CH2:30][C@@H:29]1[CH3:42])=[O:24]. The catalyst class is: 4. (3) The catalyst class is: 5. Reactant: C(O)(=O)C1C=CC=CC=1.C(O)(=O)C1C=CC=CC=1.[OH:19][C:20]1[CH:25]=[CH:24][C:23]([OH:26])=[CH:22][C:21]=1[CH2:27][C:28]([N:30]1[CH2:34][CH2:33][C:32]([C:35]2[CH:40]=[CH:39][C:38]([OH:41])=[CH:37][CH:36]=2)=[N:31]1)=[O:29].O.NN.C1COCC1.CN1C(=O)CCC1. Product: [OH:19][C:20]1[CH:25]=[CH:24][C:23]([OH:26])=[CH:22][C:21]=1[CH2:27][C:28]([N:30]1[CH2:34][CH2:33][C:32]([C:35]2[CH:40]=[CH:39][C:38]([OH:41])=[CH:37][CH:36]=2)=[N:31]1)=[O:29]. (4) Reactant: Br[C:2]1[C:10]2[O:9][CH:8]=[CH:7][C:6]=2[C:5]([O:11][CH3:12])=[CH:4][CH:3]=1.[Li]CCCC.CN([CH:21]=[O:22])C. Product: [CH3:12][O:11][C:5]1[C:6]2[CH:7]=[CH:8][O:9][C:10]=2[C:2]([CH:21]=[O:22])=[CH:3][CH:4]=1. The catalyst class is: 1. (5) Reactant: COC1C=CC(C[O:8][C:9]2[CH:10]=[C:11]([C:16](=[O:18])[CH3:17])[CH:12]=[CH:13][C:14]=2[CH3:15])=CC=1.FC(F)(F)C(O)=O.O. Product: [OH:8][C:9]1[CH:10]=[C:11]([C:16](=[O:18])[CH3:17])[CH:12]=[CH:13][C:14]=1[CH3:15]. The catalyst class is: 2. (6) Reactant: C(O[BH-](OC(=O)C)OC(=O)C)(=O)C.[Na+].FC(F)(F)C(O)=O.[CH2:22]([N:24]1[CH2:29][CH2:28][NH:27][CH2:26][CH2:25]1)[CH3:23].[F:30][C:31]1[C:36]([O:37][CH3:38])=[CH:35][C:34]([O:39][CH3:40])=[C:33]([F:41])[C:32]=1[N:42]1[CH2:47][C:46]2[CH:48]=[N:49][C:50]3[N:54]([S:55]([C:58]4[CH:63]=[CH:62][CH:61]=[CH:60][CH:59]=4)(=[O:57])=[O:56])[C:53]([CH:64]=O)=[CH:52][C:51]=3[C:45]=2[N:44]([CH3:66])[C:43]1=[O:67].C([O-])(O)=O.[Na+]. Product: [F:30][C:31]1[C:36]([O:37][CH3:38])=[CH:35][C:34]([O:39][CH3:40])=[C:33]([F:41])[C:32]=1[N:42]1[CH2:47][C:46]2[CH:48]=[N:49][C:50]3[N:54]([S:55]([C:58]4[CH:59]=[CH:60][CH:61]=[CH:62][CH:63]=4)(=[O:56])=[O:57])[C:53]([CH2:64][N:27]4[CH2:28][CH2:29][N:24]([CH2:22][CH3:23])[CH2:25][CH2:26]4)=[CH:52][C:51]=3[C:45]=2[N:44]([CH3:66])[C:43]1=[O:67]. The catalyst class is: 4.